From a dataset of Forward reaction prediction with 1.9M reactions from USPTO patents (1976-2016). Predict the product of the given reaction. (1) Given the reactants C[O:2][C:3]1[C:8]2[NH:9][C:10]([C:12]3[S:13][CH:14]=[CH:15][CH:16]=3)=[N:11][C:7]=2[C:6]([C:17]([NH:19][CH:20]2[CH2:25][CH2:24][N:23](C(OC(C)(C)C)=O)[CH2:22][CH2:21]2)=[O:18])=[CH:5][CH:4]=1.B(Br)(Br)Br, predict the reaction product. The product is: [OH:2][C:3]1[C:8]2[NH:9][C:10]([C:12]3[S:13][CH:14]=[CH:15][CH:16]=3)=[N:11][C:7]=2[C:6]([C:17]([NH:19][CH:20]2[CH2:25][CH2:24][NH:23][CH2:22][CH2:21]2)=[O:18])=[CH:5][CH:4]=1. (2) Given the reactants [Br:1][C:2]1[CH:7]=[CH:6][CH:5]=[CH:4][CH:3]=1.[CH3:8][C:9]([CH3:14])=[CH:10][C:11]([OH:13])=[O:12].[NH4+].[Cl-].[Al+3].[Cl-].[Cl-].[Cl-], predict the reaction product. The product is: [CH3:8][C:9]([C:5]1[CH:6]=[CH:7][C:2]([Br:1])=[CH:3][CH:4]=1)([CH3:14])[CH2:10][C:11]([OH:13])=[O:12]. (3) Given the reactants [Cl:1][C:2]1[S:6][C:5]([O:7][CH2:8][C:9]([N:11]2[CH2:16][CH2:15][NH:14][C:13](=[O:17])[CH:12]2[CH2:18][C:19]([O:21][CH2:22][CH3:23])=[O:20])=[O:10])=[CH:4][CH:3]=1.Br[C:25]1[CH:30]=[C:29]([C:31]#[N:32])[CH:28]=[CH:27][C:26]=1[CH3:33].C([O-])([O-])=O.[Cs+].[Cs+], predict the reaction product. The product is: [Cl:1][C:2]1[S:6][C:5]([O:7][CH2:8][C:9]([N:11]2[CH2:16][CH2:15][N:14]([CH2:33][C:26]3[CH:25]=[CH:30][C:29]([C:31]#[N:32])=[CH:28][CH:27]=3)[C:13](=[O:17])[CH:12]2[CH2:18][C:19]([O:21][CH2:22][CH3:23])=[O:20])=[O:10])=[CH:4][CH:3]=1. (4) Given the reactants [CH:1]1([C:4]2[CH:9]=[CH:8][C:7]([C@H:10]3[C@H:15]([OH:16])[C@@H:14]([OH:17])[C@H:13]([OH:18])[C@@H:12]([CH2:19][OH:20])[O:11]3)=[CH:6][C:5]=2[CH2:21][C:22]2[CH:31]=[CH:30][C:25]3[O:26][CH2:27][CH2:28][O:29][C:24]=3[CH:23]=2)[CH2:3][CH2:2]1.Cl[C:33]([O:35][CH3:36])=[O:34], predict the reaction product. The product is: [CH3:36][O:35][C:33](=[O:34])[O:20][CH2:19][C@@H:12]1[C@@H:13]([OH:18])[C@H:14]([OH:17])[C@@H:15]([OH:16])[C@H:10]([C:7]2[CH:8]=[CH:9][C:4]([CH:1]3[CH2:3][CH2:2]3)=[C:5]([CH2:21][C:22]3[CH:31]=[CH:30][C:25]4[O:26][CH2:27][CH2:28][O:29][C:24]=4[CH:23]=3)[CH:6]=2)[O:11]1. (5) Given the reactants [CH:1]([N:4]([CH3:30])[C:5]1[C:6]([C:19]2[O:20][CH:21]=[C:22]([C:24]3[CH:29]=[CH:28][CH:27]=[CH:26][CH:25]=3)[CH:23]=2)=[N:7][C:8]2[C:13]([N:14]=1)=[CH:12][C:11]([C:15]([O:17]C)=[O:16])=[CH:10][CH:9]=2)([CH3:3])[CH3:2].[OH-].[Na+].O, predict the reaction product. The product is: [CH:1]([N:4]([CH3:30])[C:5]1[C:6]([C:19]2[O:20][CH:21]=[C:22]([C:24]3[CH:29]=[CH:28][CH:27]=[CH:26][CH:25]=3)[CH:23]=2)=[N:7][C:8]2[C:13]([N:14]=1)=[CH:12][C:11]([C:15]([OH:17])=[O:16])=[CH:10][CH:9]=2)([CH3:3])[CH3:2]. (6) Given the reactants [Br:1][C:2]1[CH:3]=[CH:4][C:5]([C:9]2[C:17]3[C:12](=[CH:13][N:14]=[C:15]([C:18]4[CH:19]=[N:20][CH:21]=[CH:22][CH:23]=4)[CH:16]=3)[N:11](COCC[Si](C)(C)C)[N:10]=2)=[N:6][C:7]=1F.[NH:32]1[CH2:36][CH2:35][C@H:34]([OH:37])[CH2:33]1, predict the reaction product. The product is: [Br:1][C:2]1[C:7]([N:32]2[CH2:36][CH2:35][C@H:34]([OH:37])[CH2:33]2)=[N:6][C:5]([C:9]2[C:17]3[C:12](=[CH:13][N:14]=[C:15]([C:18]4[CH:19]=[N:20][CH:21]=[CH:22][CH:23]=4)[CH:16]=3)[NH:11][N:10]=2)=[CH:4][CH:3]=1. (7) Given the reactants [CH3:1][C:2]1[CH:3]=[CH:4][C:5]2[C:6](=O)[C:7]3[C:12]([N:13]([CH2:17][CH2:18][CH2:19][Br:20])[C:14]=2[C:15]=1[CH3:16])=[CH:11][CH:10]=[CH:9][CH:8]=3.[CH3:22][Li].O, predict the reaction product. The product is: [CH3:1][C:2]1[CH:3]=[CH:4][C:5]2[C:6](=[CH2:22])[C:7]3[C:12]([N:13]([CH2:17][CH2:18][CH2:19][Br:20])[C:14]=2[C:15]=1[CH3:16])=[CH:11][CH:10]=[CH:9][CH:8]=3. (8) Given the reactants [N-:1]=[N+:2]=[N-:3].[Na+].[C:5]([C:8]1[CH:13]=[CH:12][C:11]([S:14][CH2:15][C:16]2[CH:21]=[CH:20][C:19]([C@H:22]([OH:31])[C:23]3[CH:24]=[C:25]([CH:28]=[CH:29][CH:30]=3)[C:26]#[N:27])=[CH:18][CH:17]=2)=[C:10]([CH2:32][CH2:33][CH3:34])[C:9]=1[OH:35])(=[O:7])[CH3:6].O, predict the reaction product. The product is: [OH:35][C:9]1[C:10]([CH2:32][CH2:33][CH3:34])=[C:11]([S:14][CH2:15][C:16]2[CH:21]=[CH:20][C:19]([C@H:22]([OH:31])[C:23]3[CH:30]=[CH:29][CH:28]=[C:25]([C:26]4[NH:27][N:3]=[N:2][N:1]=4)[CH:24]=3)=[CH:18][CH:17]=2)[CH:12]=[CH:13][C:8]=1[C:5](=[O:7])[CH3:6]. (9) The product is: [CH3:1][N:2]1[CH2:7][CH2:6][N:5]([CH2:8][C:9]2[CH:14]=[CH:13][C:12]([NH2:15])=[CH:11][CH:10]=2)[CH2:4][CH2:3]1. Given the reactants [CH3:1][N:2]1[CH2:7][CH2:6][N:5]([CH2:8][C:9]2[CH:14]=[CH:13][C:12]([N+:15]([O-])=O)=[CH:11][CH:10]=2)[CH2:4][CH2:3]1.CO.[Cl-].[NH4+], predict the reaction product. (10) Given the reactants [CH3:1][O:2][C:3]1[CH:4]=[C:5]2[C:10](=[CH:11][CH:12]=1)[N:9]=[CH:8][CH:7]=[C:6]2[C:13]([OH:15])=[O:14].C([O-])([O-])=O.[K+].[K+].I[CH2:23][CH3:24], predict the reaction product. The product is: [CH2:23]([O:14][C:13]([C:6]1[C:5]2[C:10](=[CH:11][CH:12]=[C:3]([O:2][CH3:1])[CH:4]=2)[N:9]=[CH:8][CH:7]=1)=[O:15])[CH3:24].